From a dataset of Forward reaction prediction with 1.9M reactions from USPTO patents (1976-2016). Predict the product of the given reaction. (1) Given the reactants [NH2:1][C:2]1[N:7]([CH2:8][CH2:9][CH3:10])[C:6](=[O:11])[N:5]([CH2:12][CH2:13][CH3:14])[C:4](=[O:15])[C:3]=1[NH:16][C:17]([CH:19]1[CH2:25][CH:24]2[O:26][CH:21]([CH:22]=[CH:23]2)[CH2:20]1)=O, predict the reaction product. The product is: [CH:21]12[O:26][CH:24]([CH:23]=[CH:22]1)[CH2:25][CH:19]([C:17]1[NH:16][C:3]3[C:4](=[O:15])[N:5]([CH2:12][CH2:13][CH3:14])[C:6](=[O:11])[N:7]([CH2:8][CH2:9][CH3:10])[C:2]=3[N:1]=1)[CH2:20]2. (2) Given the reactants [N+:1]([C:4]1[N:9]=[C:8]2[CH2:10][CH2:11][O:12][C:7]2=[CH:6][CH:5]=1)([O-])=O, predict the reaction product. The product is: [O:12]1[C:7]2[C:8](=[N:9][C:4]([NH2:1])=[CH:5][CH:6]=2)[CH2:10][CH2:11]1. (3) Given the reactants [Br:1][C:2]1[CH:7]=[CH:6][C:5]([CH2:8][C:9]([C:11]2[CH:16]=[CH:15][C:14]([S:17][CH3:18])=[CH:13][CH:12]=2)=[O:10])=[CH:4][CH:3]=1.[Br:19]Br.Br.C(O)(=O)C, predict the reaction product. The product is: [Br:19][CH:8]([C:5]1[CH:6]=[CH:7][C:2]([Br:1])=[CH:3][CH:4]=1)[C:9]([C:11]1[CH:16]=[CH:15][C:14]([S:17][CH3:18])=[CH:13][CH:12]=1)=[O:10].